This data is from Acute oral toxicity (LD50) regression data from Zhu et al.. The task is: Regression/Classification. Given a drug SMILES string, predict its toxicity properties. Task type varies by dataset: regression for continuous values (e.g., LD50, hERG inhibition percentage) or binary classification for toxic/non-toxic outcomes (e.g., AMES mutagenicity, cardiotoxicity, hepatotoxicity). Dataset: ld50_zhu. (1) The rat oral LD50 is 1.40, given as -log10 of the dose in mol/kg body weight (higher means more acutely toxic). The drug is CCCCC(CC)C(=O)OCCOCCOCCOCCOC(=O)C(CC)CCCC. (2) The rat oral LD50 is 1.84, given as -log10 of the dose in mol/kg body weight (higher means more acutely toxic). The compound is CCCCCCCOCCOCCO. (3) The molecule is O=S(=O)(O)c1ccccc1. The rat oral LD50 is 2.25, given as -log10 of the dose in mol/kg body weight (higher means more acutely toxic). (4) The drug is COP(=S)(OC)Oc1cc(C)c(SC)c(C)c1. The rat oral LD50 is 2.47, given as -log10 of the dose in mol/kg body weight (higher means more acutely toxic). (5) The molecule is CNC(=O)Oc1cc(C)c(SC)c(C)c1. The rat oral LD50 is 4.35, given as -log10 of the dose in mol/kg body weight (higher means more acutely toxic). (6) The molecule is COc1ccc(C(Oc2ccccc2)C2=NCCCN2)cc1F. The rat oral LD50 is 2.50, given as -log10 of the dose in mol/kg body weight (higher means more acutely toxic). (7) The molecule is C=COC(=O)C(CC)CCCC. The rat oral LD50 is 1.60, given as -log10 of the dose in mol/kg body weight (higher means more acutely toxic). (8) The compound is CCCCC1(CCc2ccccn2)C(=O)N(c2ccccc2)N(c2ccccc2)C1=O. The rat oral LD50 is 1.96, given as -log10 of the dose in mol/kg body weight (higher means more acutely toxic). (9) The drug is COc1ccc(CC2CNC(=O)N2)cc1OC1CCCC1. The rat oral LD50 is 2.69, given as -log10 of the dose in mol/kg body weight (higher means more acutely toxic).